Dataset: Reaction yield outcomes from USPTO patents with 853,638 reactions. Task: Predict the reaction yield, written as a fraction of the theoretical maximum amount of product (1.0 means a 100% yield; for example, 0.34 means a 34% yield). (1) The reactants are [C:1]([C:4]1[N:12]2[C:7]([C:8]3([CH2:21][CH2:20][N:19](C(OC(C)(C)C)=O)[CH2:18][CH2:17]3)[O:9][C:10]3[CH:16]=[CH:15][CH:14]=[CH:13][C:11]=32)=[CH:6][CH:5]=1)(=[O:3])[CH3:2].[ClH:29].O1CCOCC1. The catalyst is C(Cl)Cl. The product is [ClH:29].[C:4]1([C:1](=[O:3])[CH3:2])[N:12]2[C:7]([C:8]3([CH2:17][CH2:18][NH:19][CH2:20][CH2:21]3)[O:9][C:10]3[CH:16]=[CH:15][CH:14]=[CH:13][C:11]=32)=[CH:6][CH:5]=1. The yield is 0.990. (2) The reactants are [Cl:1][C:2]1[CH:3]=[C:4]([C:9]2[C:13]([C:14](OCC)=[O:15])=[CH:12][O:11][N:10]=2)[CH:5]=[CH:6][C:7]=1[Cl:8].[H-].C([Al+]CC(C)C)C(C)C.Cl. The catalyst is O1CCCC1. The product is [Cl:1][C:2]1[CH:3]=[C:4]([C:9]2[C:13]([CH2:14][OH:15])=[CH:12][O:11][N:10]=2)[CH:5]=[CH:6][C:7]=1[Cl:8]. The yield is 0.960. (3) The reactants are [C:1]([O:9]CC)(=O)[CH2:2][C:3]([O:5][CH2:6][CH3:7])=[O:4].[H-].[Na+].[F:14][C:15]1[CH:35]=[N:34][C:18]2[N:19]([CH2:25][C:26]3[CH:31]=[CH:30][C:29]([O:32][CH3:33])=[CH:28][CH:27]=3)C(=O)[O:21][C:22](=O)[C:17]=2[CH:16]=1.Cl. The catalyst is CC(N(C)C)=O. The product is [CH2:6]([O:5][C:3]([C:2]1[C:1](=[O:9])[N:19]([CH2:25][C:26]2[CH:31]=[CH:30][C:29]([O:32][CH3:33])=[CH:28][CH:27]=2)[C:18]2[C:17]([C:22]=1[OH:21])=[CH:16][C:15]([F:14])=[CH:35][N:34]=2)=[O:4])[CH3:7]. The yield is 0.980. (4) The reactants are Br[C:2]([CH3:9])([CH3:8])[C:3]([O:5][CH2:6][CH3:7])=[O:4].[NH2:10][C:11]1[N:12]([C:17]2[C:26]3[C:21](=[CH:22][CH:23]=[CH:24][CH:25]=3)[C:20]([CH:27]3[CH2:29][CH2:28]3)=[CH:19][CH:18]=2)[C:13]([SH:16])=[N:14][N:15]=1.[I-].[K+]. The catalyst is CN(C=O)C. The product is [NH2:10][C:11]1[N:12]([C:17]2[C:26]3[C:21](=[CH:22][CH:23]=[CH:24][CH:25]=3)[C:20]([CH:27]3[CH2:29][CH2:28]3)=[CH:19][CH:18]=2)[C:13]([S:16][C:2]([CH3:9])([CH3:8])[C:3]([O:5][CH2:6][CH3:7])=[O:4])=[N:14][N:15]=1. The yield is 0.270. (5) The reactants are [CH3:1][N:2]([CH2:13][C:14]1[N:18]([CH2:19]/[CH:20]=[CH:21]/[CH2:22][N:23]2C(=O)C3C(=CC=CC=3)C2=O)[C:17]2[CH:34]=[CH:35][CH:36]=[CH:37][C:16]=2[N:15]=1)[CH:3]1[C:12]2[N:11]=[CH:10][CH:9]=[CH:8][C:7]=2[CH2:6][CH2:5][CH2:4]1.O.NN.C([O-])(O)=O.[Na+]. The catalyst is C(O)C. The product is [NH2:23][CH2:22]/[CH:21]=[CH:20]/[CH2:19][N:18]1[C:17]2[CH:34]=[CH:35][CH:36]=[CH:37][C:16]=2[N:15]=[C:14]1[CH2:13][N:2]([CH3:1])[CH:3]1[C:12]2[N:11]=[CH:10][CH:9]=[CH:8][C:7]=2[CH2:6][CH2:5][CH2:4]1. The yield is 0.700. (6) The reactants are [NH2:1][C:2]1[C:10]2[C:5](=[CH:6][CH:7]=[CH:8][C:9]=2[F:11])[C@@:4]([C:19]2[CH:20]=[C:21]([CH3:28])[C:22](=[O:27])[N:23]([CH2:25][CH3:26])[CH:24]=2)([C:12]2[CH:17]=[CH:16][CH:15]=[C:14](Br)[CH:13]=2)[N:3]=1.C([O-])(=O)C.[K+].C(=O)([O-])[O-].[K+].[K+].Cl[C:41]1[CH:46]=[C:45]([C:47]#[C:48][CH3:49])[CH:44]=[CH:43][N:42]=1. The catalyst is O1CCOCC1.CCOC(C)=O.C1C=CC(P(C2C=CC=CC=2)[C-]2C=CC=C2)=CC=1.C1C=CC(P(C2C=CC=CC=2)[C-]2C=CC=C2)=CC=1.Cl[Pd]Cl.[Fe+2].C(Cl)Cl.C1C=CC([P]([Pd]([P](C2C=CC=CC=2)(C2C=CC=CC=2)C2C=CC=CC=2)([P](C2C=CC=CC=2)(C2C=CC=CC=2)C2C=CC=CC=2)[P](C2C=CC=CC=2)(C2C=CC=CC=2)C2C=CC=CC=2)(C2C=CC=CC=2)C2C=CC=CC=2)=CC=1.C(N(CC)CC)C.O. The product is [NH2:1][C:2]1[C:10]2[C:5](=[CH:6][CH:7]=[CH:8][C:9]=2[F:11])[C@@:4]([C:19]2[CH:20]=[C:21]([CH3:28])[C:22](=[O:27])[N:23]([CH2:25][CH3:26])[CH:24]=2)([C:12]2[CH:17]=[CH:16][CH:15]=[C:14]([C:41]3[CH:46]=[C:45]([C:47]#[C:48][CH3:49])[CH:44]=[CH:43][N:42]=3)[CH:13]=2)[N:3]=1. The yield is 0.280.